This data is from Reaction yield outcomes from USPTO patents with 853,638 reactions. The task is: Predict the reaction yield, written as a fraction of the theoretical maximum amount of product (1.0 means a 100% yield; for example, 0.34 means a 34% yield). (1) The yield is 0.530. No catalyst specified. The product is [F:24][C:19]1[CH:18]=[C:17]([CH3:16])[CH:23]=[CH:22][C:20]=1[NH:21][C:2]1[N:7]2[N:8]=[CH:9][CH:10]=[C:6]2[N:5]=[CH:4][C:3]=1[C:11]([O:13][CH2:14][CH3:15])=[O:12]. The reactants are O[C:2]1[N:7]2[N:8]=[CH:9][CH:10]=[C:6]2[N:5]=[CH:4][C:3]=1[C:11]([O:13][CH2:14][CH3:15])=[O:12].[CH3:16][C:17]1[CH:23]=[CH:22][C:20]([NH2:21])=[C:19]([F:24])[CH:18]=1. (2) The reactants are [F:1][C:2]1[CH:3]=[C:4]([C:9]2[C:13]([C:14]3[N:15]=[CH:16][NH:17][CH:18]=3)=[C:12]([CH3:19])[O:11][N:10]=2)[CH:5]=[CH:6][C:7]=1[F:8].F[C:21]1[CH:26]=[CH:25][C:24]([C:27]([F:30])([F:29])[F:28])=[CH:23][CH:22]=1. No catalyst specified. The product is [F:1][C:2]1[CH:3]=[C:4]([C:9]2[C:13]([C:14]3[N:15]=[CH:16][N:17]([C:21]4[CH:26]=[CH:25][C:24]([C:27]([F:30])([F:29])[F:28])=[CH:23][CH:22]=4)[CH:18]=3)=[C:12]([CH3:19])[O:11][N:10]=2)[CH:5]=[CH:6][C:7]=1[F:8]. The yield is 0.100. (3) The reactants are F[C:2]1[C:3]([C:12]#[C:13][Si](C)(C)C)=[C:4]([C:10]#[N:11])[C:5](=[CH:8][CH:9]=1)[C:6]#[N:7].C([O-])([O-])=O.[K+].[K+].[C:24]1([C@H:30]([NH2:32])[CH3:31])[CH:29]=[CH:28][CH:27]=[CH:26][CH:25]=1. The catalyst is CN1C(=O)CCC1. The product is [C:24]1([C@H:30]([N:32]2[C:2]3[C:3](=[C:4]([C:10]#[N:11])[C:5]([C:6]#[N:7])=[CH:8][CH:9]=3)[CH:12]=[CH:13]2)[CH3:31])[CH:29]=[CH:28][CH:27]=[CH:26][CH:25]=1. The yield is 0.510.